This data is from Catalyst prediction with 721,799 reactions and 888 catalyst types from USPTO. The task is: Predict which catalyst facilitates the given reaction. Reactant: [Cl:1][C:2]1[CH:3]=[CH:4][C:5]([OH:12])=[C:6]([NH:8][C:9]([NH2:11])=[O:10])[CH:7]=1.[N+](C1C=C(S(O[CH2:26][C@@H:27]2[CH2:29][O:28]2)(=O)=O)C=CC=1)([O-])=O.C(=O)([O-])[O-].[Cs+].[Cs+]. Product: [Cl:1][C:2]1[CH:3]=[CH:4][C:5]([O:12][CH2:26][C@@H:27]2[CH2:29][O:28]2)=[C:6]([NH:8][C:9]([NH2:11])=[O:10])[CH:7]=1. The catalyst class is: 9.